This data is from NCI-60 drug combinations with 297,098 pairs across 59 cell lines. The task is: Regression. Given two drug SMILES strings and cell line genomic features, predict the synergy score measuring deviation from expected non-interaction effect. (1) Drug 1: CC1C(C(CC(O1)OC2CC(CC3=C2C(=C4C(=C3O)C(=O)C5=C(C4=O)C(=CC=C5)OC)O)(C(=O)C)O)N)O.Cl. Drug 2: C1C(C(OC1N2C=NC(=NC2=O)N)CO)O. Cell line: SK-MEL-2. Synergy scores: CSS=30.3, Synergy_ZIP=-0.419, Synergy_Bliss=6.63, Synergy_Loewe=7.83, Synergy_HSA=8.79. (2) Drug 1: CNC(=O)C1=NC=CC(=C1)OC2=CC=C(C=C2)NC(=O)NC3=CC(=C(C=C3)Cl)C(F)(F)F. Drug 2: CC1C(C(CC(O1)OC2CC(CC3=C2C(=C4C(=C3O)C(=O)C5=CC=CC=C5C4=O)O)(C(=O)C)O)N)O. Cell line: HCT116. Synergy scores: CSS=52.2, Synergy_ZIP=0.732, Synergy_Bliss=1.28, Synergy_Loewe=-3.80, Synergy_HSA=4.46. (3) Drug 1: C1CCC(CC1)NC(=O)N(CCCl)N=O. Drug 2: CCCCC(=O)OCC(=O)C1(CC(C2=C(C1)C(=C3C(=C2O)C(=O)C4=C(C3=O)C=CC=C4OC)O)OC5CC(C(C(O5)C)O)NC(=O)C(F)(F)F)O. Cell line: OVCAR-5. Synergy scores: CSS=1.97, Synergy_ZIP=1.83, Synergy_Bliss=-5.23, Synergy_Loewe=-7.21, Synergy_HSA=-6.60. (4) Drug 1: CC1=C2C(C(=O)C3(C(CC4C(C3C(C(C2(C)C)(CC1OC(=O)C(C(C5=CC=CC=C5)NC(=O)C6=CC=CC=C6)O)O)OC(=O)C7=CC=CC=C7)(CO4)OC(=O)C)O)C)OC(=O)C. Drug 2: CC1CCCC2(C(O2)CC(NC(=O)CC(C(C(=O)C(C1O)C)(C)C)O)C(=CC3=CSC(=N3)C)C)C. Cell line: NCI-H322M. Synergy scores: CSS=50.6, Synergy_ZIP=-0.944, Synergy_Bliss=-2.19, Synergy_Loewe=1.55, Synergy_HSA=2.63. (5) Drug 1: C1=CC=C(C=C1)NC(=O)CCCCCCC(=O)NO. Drug 2: C1CC(CNC1)C2=CC=C(C=C2)N3C=C4C=CC=C(C4=N3)C(=O)N. Cell line: T-47D. Synergy scores: CSS=51.2, Synergy_ZIP=5.13, Synergy_Bliss=3.70, Synergy_Loewe=1.79, Synergy_HSA=6.39. (6) Drug 1: COC1=CC(=CC(=C1O)OC)C2C3C(COC3=O)C(C4=CC5=C(C=C24)OCO5)OC6C(C(C7C(O6)COC(O7)C8=CC=CS8)O)O. Drug 2: CN(C)N=NC1=C(NC=N1)C(=O)N. Cell line: HS 578T. Synergy scores: CSS=21.3, Synergy_ZIP=2.68, Synergy_Bliss=5.63, Synergy_Loewe=-3.74, Synergy_HSA=5.48. (7) Drug 1: CC(CN1CC(=O)NC(=O)C1)N2CC(=O)NC(=O)C2. Drug 2: CC12CCC3C(C1CCC2OP(=O)(O)O)CCC4=C3C=CC(=C4)OC(=O)N(CCCl)CCCl.[Na+]. Cell line: DU-145. Synergy scores: CSS=14.1, Synergy_ZIP=-3.67, Synergy_Bliss=0.709, Synergy_Loewe=-3.16, Synergy_HSA=0.653. (8) Drug 1: C1=CN(C(=O)N=C1N)C2C(C(C(O2)CO)O)O.Cl. Drug 2: CN1C(=O)N2C=NC(=C2N=N1)C(=O)N. Cell line: MCF7. Synergy scores: CSS=4.06, Synergy_ZIP=-2.01, Synergy_Bliss=2.60, Synergy_Loewe=-9.36, Synergy_HSA=-0.459. (9) Synergy scores: CSS=21.7, Synergy_ZIP=-2.83, Synergy_Bliss=3.18, Synergy_Loewe=2.99, Synergy_HSA=2.84. Cell line: HOP-92. Drug 2: CC1CCCC2(C(O2)CC(NC(=O)CC(C(C(=O)C(C1O)C)(C)C)O)C(=CC3=CSC(=N3)C)C)C. Drug 1: COC1=C(C=C2C(=C1)N=CN=C2NC3=CC(=C(C=C3)F)Cl)OCCCN4CCOCC4.